This data is from Forward reaction prediction with 1.9M reactions from USPTO patents (1976-2016). The task is: Predict the product of the given reaction. (1) Given the reactants [N+:1]([O-:4])(O)=[O:2].[C:5]1([CH2:15][C:16]([OH:18])=[O:17])[CH:10]=[CH:9][CH:8]=[CH:7][C:6]=1[CH2:11][C:12]([OH:14])=[O:13], predict the reaction product. The product is: [N+:1]([C:9]1[CH:8]=[CH:7][C:6]([CH2:11][C:12]([OH:14])=[O:13])=[C:5]([CH2:15][C:16]([OH:18])=[O:17])[CH:10]=1)([O-:4])=[O:2]. (2) The product is: [Cl:1][C:2]1[CH:3]=[C:4]([CH:13]2[CH2:14][CH2:15][CH2:16][CH2:17][CH2:18]2)[C:5]2[O:9][CH:8]([CH2:10][NH:11][C:29](=[O:30])[O:31][CH3:32])[CH2:7][C:6]=2[CH:12]=1. Given the reactants [Cl:1][C:2]1[CH:3]=[C:4]([CH:13]2[CH2:18][CH2:17][CH2:16][CH2:15][CH2:14]2)[C:5]2[O:9][CH:8]([CH2:10][NH2:11])[CH2:7][C:6]=2[CH:12]=1.C(N(C(C)C)CC)(C)C.Cl[C:29]([O:31][CH3:32])=[O:30], predict the reaction product. (3) Given the reactants [Cl:1][C:2]1[CH:7]=[C:6]([F:8])[CH:5]=[CH:4][C:3]=1[CH2:9][NH:10][C:11](=[O:23])[CH2:12][C:13]1[C:14]([CH3:22])=[N:15][NH:16][C:17]=1[CH2:18]C(C)C.CC1C(CC(O)=O)=C(C)NN=1, predict the reaction product. The product is: [Cl:1][C:2]1[CH:7]=[C:6]([F:8])[CH:5]=[CH:4][C:3]=1[CH2:9][NH:10][C:11](=[O:23])[CH2:12][C:13]1[C:17]([CH3:18])=[N:16][NH:15][C:14]=1[CH3:22].